Dataset: Reaction yield outcomes from USPTO patents with 853,638 reactions. Task: Predict the reaction yield, written as a fraction of the theoretical maximum amount of product (1.0 means a 100% yield; for example, 0.34 means a 34% yield). (1) The reactants are [OH:1][C:2]([CH3:37])([CH3:36])[C@H:3]([NH:5][C:6]([C:8]1[C:16]2[C:11](=[N:12][CH:13]=[C:14]([C:17]3[C:25]4[C:20](=[CH:21][C:22]([Cl:26])=[CH:23][CH:24]=4)[N:19]([CH3:27])[N:18]=3)[N:15]=2)[N:10](COCC[Si](C)(C)C)[CH:9]=1)=[O:7])[CH3:4].FC(F)(F)C(O)=O.C(N)CN. The catalyst is ClCCl. The product is [OH:1][C:2]([CH3:36])([CH3:37])[C@H:3]([NH:5][C:6]([C:8]1[C:16]2[C:11](=[N:12][CH:13]=[C:14]([C:17]3[C:25]4[C:20](=[CH:21][C:22]([Cl:26])=[CH:23][CH:24]=4)[N:19]([CH3:27])[N:18]=3)[N:15]=2)[NH:10][CH:9]=1)=[O:7])[CH3:4]. The yield is 0.580. (2) The product is [Br:40][C:7]1[N:8]([C:12]2[CH:13]=[N:14][N:15]([CH2:17][CH2:18][CH3:19])[CH:16]=2)[C:9]2[C:5]([C:6]=1[S:20][C:21]1[C:22]([F:32])=[C:23]([CH:29]=[CH:30][CH:31]=1)[C:24]([O:26][CH2:27][CH3:28])=[O:25])=[CH:4][CH:3]=[C:2]([Cl:1])[C:10]=2[F:11]. The reactants are [Cl:1][C:2]1[C:10]([F:11])=[C:9]2[C:5]([C:6]([S:20][C:21]3[C:22]([F:32])=[C:23]([CH:29]=[CH:30][CH:31]=3)[C:24]([O:26][CH2:27][CH3:28])=[O:25])=[CH:7][N:8]2[C:12]2[CH:13]=[N:14][N:15]([CH2:17][CH2:18][CH3:19])[CH:16]=2)=[CH:4][CH:3]=1.C1C(=O)N([Br:40])C(=O)C1. The catalyst is C(Cl)(Cl)(Cl)Cl.O. The yield is 0.430. (3) The reactants are [CH:1]1([C:7]2([CH3:14])[C:11](=[O:12])[NH:10][N:9]=[C:8]2[CH3:13])[CH2:6][CH2:5][CH2:4][CH2:3][CH2:2]1.Br[CH2:16][C:17]([C:19]1[CH:24]=[CH:23][CH:22]=[C:21]([Cl:25])[CH:20]=1)=[O:18]. No catalyst specified. The product is [Cl:25][C:21]1[CH:20]=[C:19]([C:17](=[O:18])[CH2:16][N:10]2[C:11](=[O:12])[C:7]([CH:1]3[CH2:2][CH2:3][CH2:4][CH2:5][CH2:6]3)([CH3:14])[C:8]([CH3:13])=[N:9]2)[CH:24]=[CH:23][CH:22]=1. The yield is 0.320. (4) The reactants are BrC1C(N[C:19]([C:18]2(NC(=O)O[C:18]([CH3:21])([CH3:20])[CH3:19])[CH2:21][CH2:20]2)=O)=NC=C(Br)N=1.[C:23]([N:30]1[CH:34]=[CH:33][N:32]=C1)([N:25]1C=CN=C1)=O.C(O[C:40]([NH:42][C:43]1([C:46]([OH:48])=O)[CH2:45][CH2:44]1)=O)(C)(C)C.[CH:49](N(CC)C(C)C)(C)[CH3:50].BrC1[C:60]([NH2:66])=[N:61][CH:62]=[C:63](Br)N=1.C[N:68](C)C=O. The catalyst is ClCCl.C(OCC)(=O)C. The product is [CH3:21][C:18]1[CH:19]=[C:66]([C:60]2[NH:61][CH:62]=[N:63][N:68]=2)[CH:50]=[CH:49][C:20]=1[C:33]1[N:32]=[C:40]2[NH:42][C:43]3([CH2:44][CH2:45]3)[C:46](=[O:48])[NH:25][C:23]2=[N:30][CH:34]=1. The yield is 0.500. (5) The reactants are [C:1]([OH:22])(=O)[CH2:2][CH2:3][CH2:4][CH2:5][CH2:6][CH2:7][CH2:8][CH2:9][CH2:10][CH:11]=[CH:12][CH2:13][CH:14]=[CH:15][CH2:16][CH2:17][CH2:18][CH2:19][CH3:20].Cl.C[NH:25]OC.C1C=NC2N(O)N=NC=2C=1.CCN(CC)CC.C(Cl)CCl. The catalyst is C(Cl)Cl. The product is [C:1]([NH2:25])(=[O:22])[CH2:2][CH2:3][CH2:4][CH2:5][CH2:6][CH2:7][CH2:8][CH2:9][CH2:10][CH:11]=[CH:12][CH2:13][CH:14]=[CH:15][CH2:16][CH2:17][CH2:18][CH2:19][CH3:20]. The yield is 0.930. (6) The reactants are [C:1]1([S:7]([N:10]2[C:14]3=[N:15][CH:16]=[C:17]([C:19]4[CH:24]=[CH:23][C:22]([N:25]([CH3:27])[CH3:26])=[CH:21][CH:20]=4)[CH:18]=[C:13]3[C:12](B3OC(C)(C)C(C)(C)O3)=[CH:11]2)(=[O:9])=[O:8])[CH:6]=[CH:5][CH:4]=[CH:3][CH:2]=1.I[C:38]1[N:39]=[CH:40][NH:41][CH:42]=1.[Li+].[Cl-].C([O-])([O-])=O.[Na+].[Na+]. The catalyst is C1(C)C=CC=CC=1.CCO.[Cl-].[Na+].O. The product is [C:1]1([S:7]([N:10]2[C:14]3=[N:15][CH:16]=[C:17]([C:19]4[CH:24]=[CH:23][C:22]([N:25]([CH3:26])[CH3:27])=[CH:21][CH:20]=4)[CH:18]=[C:13]3[C:12]([C:38]3[N:39]=[CH:40][NH:41][CH:42]=3)=[CH:11]2)(=[O:8])=[O:9])[CH:6]=[CH:5][CH:4]=[CH:3][CH:2]=1. The yield is 0.840.